Dataset: Forward reaction prediction with 1.9M reactions from USPTO patents (1976-2016). Task: Predict the product of the given reaction. (1) Given the reactants Cl[O-].[Na+].[CH2:4]([O:11][C:12]1[CH:13]=[CH:14][C:15]([Br:21])=[C:16](/[CH:18]=[N:19]/[OH:20])[CH:17]=1)[C:5]1[CH:10]=[CH:9][CH:8]=[CH:7][CH:6]=1.[CH3:22][O:23][C:24](=[O:31])[CH2:25][C:26](=[CH2:30])[C:27]([OH:29])=[O:28].Cl, predict the reaction product. The product is: [CH2:4]([O:11][C:12]1[CH:13]=[CH:14][C:15]([Br:21])=[C:16]([C:18]2[CH2:30][C:26]([CH2:25][C:24]([O:23][CH3:22])=[O:31])([C:27]([OH:29])=[O:28])[O:20][N:19]=2)[CH:17]=1)[C:5]1[CH:6]=[CH:7][CH:8]=[CH:9][CH:10]=1. (2) The product is: [C:1]1([C:7]2[CH:8]=[C:9]3[NH:15][C:14]([CH2:16][CH2:17][C:18]4[CH:19]=[CH:20][C:21]([NH:22][C:25](=[O:27])[CH3:26])=[CH:23][CH:24]=4)=[N:13][C:10]3=[N:11][CH:12]=2)[CH:2]=[CH:3][CH:4]=[CH:5][CH:6]=1. Given the reactants [C:1]1([C:7]2[CH:8]=[C:9]3[NH:15][C:14]([CH2:16][CH2:17][C:18]4[CH:24]=[CH:23][C:21]([NH2:22])=[CH:20][CH:19]=4)=[N:13][C:10]3=[N:11][CH:12]=2)[CH:6]=[CH:5][CH:4]=[CH:3][CH:2]=1.[C:25](OC(=O)C)(=[O:27])[CH3:26].C([O-])(=O)C.[NH4+], predict the reaction product. (3) The product is: [C:57]([C:59]1[CH:66]=[CH:65][C:62]([CH2:63][NH:1][C:2]2[CH:25]=[CH:24][C:5]3[C:6]([CH2:9][CH2:10][CH:11]4[CH2:16][CH2:15][N:14]([C:17]([O:19][C:20]([CH3:22])([CH3:23])[CH3:21])=[O:18])[CH2:13][CH2:12]4)=[N:7][O:8][C:4]=3[C:3]=2/[CH:26]=[CH:27]/[CH3:28])=[CH:61][CH:60]=1)#[N:58]. Given the reactants [NH2:1][C:2]1[CH:25]=[CH:24][C:5]2[C:6]([CH2:9][CH2:10][CH:11]3[CH2:16][CH2:15][N:14]([C:17]([O:19][C:20]([CH3:23])([CH3:22])[CH3:21])=[O:18])[CH2:13][CH2:12]3)=[N:7][O:8][C:4]=2[C:3]=1/[CH:26]=[CH:27]/[CH3:28].NC1C=CC2C(CCC3CCN(C(OC(C)(C)C)=O)CC3)=NOC=2C=1/C=C\C.[C:57]([C:59]1[CH:66]=[CH:65][C:62]([CH:63]=O)=[CH:61][CH:60]=1)#[N:58].[OH-].[Na+].C(=O)(O)[O-].[Na+], predict the reaction product. (4) Given the reactants [C:1]([O:5][C:6]([N:8]1[C:12]([CH3:14])([CH3:13])[CH2:11][CH2:10][C@H:9]1[C:15]([OH:17])=[O:16])=[O:7])([CH3:4])([CH3:3])[CH3:2].[C:18](=O)([O-])[O-].[Cs+].[Cs+].IC.Cl, predict the reaction product. The product is: [CH3:18][O:16][C:15]([C@@H:9]1[CH2:10][CH2:11][C:12]([CH3:14])([CH3:13])[N:8]1[C:6]([O:5][C:1]([CH3:4])([CH3:2])[CH3:3])=[O:7])=[O:17]. (5) Given the reactants [CH3:1][C:2]1[CH:22]=[CH:21][C:5]([CH2:6][NH:7][C:8](=[O:20])[CH2:9][CH2:10][C:11]2[CH:16]=[CH:15][C:14]([OH:17])=[C:13]([O:18][CH3:19])[CH:12]=2)=[CH:4][CH:3]=1.[CH2:23](I)[CH3:24], predict the reaction product. The product is: [CH3:1][C:2]1[CH:3]=[CH:4][C:5]([CH2:6][NH:7][C:8](=[O:20])[CH2:9][CH2:10][C:11]2[CH:16]=[CH:15][C:14]([O:17][CH2:23][CH3:24])=[C:13]([O:18][CH3:19])[CH:12]=2)=[CH:21][CH:22]=1.